This data is from Catalyst prediction with 721,799 reactions and 888 catalyst types from USPTO. The task is: Predict which catalyst facilitates the given reaction. (1) Reactant: [Br:1][C:2]1[C:11]([OH:12])=[CH:10][CH:9]=[C:8]2[C:3]=1[CH:4]=[CH:5][C:6]([CH2:13][N:14]([CH3:29])[C:15](=[O:28])[C:16]1[CH:21]=[CH:20][C:19]([CH:22]3[CH2:27][CH2:26][CH2:25][CH2:24][CH2:23]3)=[CH:18][CH:17]=1)=[CH:7]2.[CH3:30][O:31][C:32](=[O:49])[CH:33](OS(C(F)(F)F)(=O)=O)[CH2:34][C:35]1[CH:40]=[CH:39][CH:38]=[CH:37][CH:36]=1.C(=O)([O-])[O-].[Cs+].[Cs+]. Product: [CH3:30][O:31][C:32](=[O:49])[CH:33]([O:12][C:11]1[CH:10]=[CH:9][C:8]2[C:3](=[CH:4][CH:5]=[C:6]([CH2:13][N:14]([C:15](=[O:28])[C:16]3[CH:17]=[CH:18][C:19]([CH:22]4[CH2:23][CH2:24][CH2:25][CH2:26][CH2:27]4)=[CH:20][CH:21]=3)[CH3:29])[CH:7]=2)[C:2]=1[Br:1])[CH2:34][C:35]1[CH:36]=[CH:37][CH:38]=[CH:39][CH:40]=1. The catalyst class is: 21. (2) Reactant: [Cl:1][C:2]1[CH:3]=[CH:4][C:5]([O:18][CH2:19][C:20]2[CH:25]=[CH:24][C:23]([Cl:26])=[CH:22][C:21]=2[F:27])=[C:6]([CH2:8][C:9]2[N:14]=[C:13]([C:15]([O-:17])=[O:16])[CH:12]=[CH:11][CH:10]=2)[CH:7]=1.[Na+].O.C(O)(=O)C. Product: [Cl:1][C:2]1[CH:3]=[CH:4][C:5]([O:18][CH2:19][C:20]2[CH:25]=[CH:24][C:23]([Cl:26])=[CH:22][C:21]=2[F:27])=[C:6]([CH2:8][C:9]2[N:14]=[C:13]([C:15]([OH:17])=[O:16])[CH:12]=[CH:11][CH:10]=2)[CH:7]=1. The catalyst class is: 13. (3) Reactant: [Cl:1][C:2]1[C:10]([OH:11])=[CH:9][CH:8]=[C:7]2[C:3]=1[CH:4]=[C:5]([CH:21]([F:23])[F:22])[N:6]2[S:12]([C:15]1[CH:20]=[CH:19][CH:18]=[CH:17][CH:16]=1)(=[O:14])=[O:13].CCN(CC)CC.[S:31](O[S:31]([C:34]([F:37])([F:36])[F:35])(=[O:33])=[O:32])([C:34]([F:37])([F:36])[F:35])(=[O:33])=[O:32]. Product: [F:35][C:34]([F:37])([F:36])[S:31]([O:11][C:10]1[C:2]([Cl:1])=[C:3]2[C:7](=[CH:8][CH:9]=1)[N:6]([S:12]([C:15]1[CH:20]=[CH:19][CH:18]=[CH:17][CH:16]=1)(=[O:14])=[O:13])[C:5]([CH:21]([F:23])[F:22])=[CH:4]2)(=[O:33])=[O:32]. The catalyst class is: 2. (4) Reactant: [NH2:1][C:2]1[CH:7]=[CH:6][C:5]([Cl:8])=[CH:4][C:3]=1[C:9]([C:11]1[CH:16]=[C:15]([Cl:17])[CH:14]=[CH:13][C:12]=1[Cl:18])=[O:10].[BH4-].[Na+]. Product: [NH2:1][C:2]1[CH:7]=[CH:6][C:5]([Cl:8])=[CH:4][C:3]=1[CH:9]([C:11]1[CH:16]=[C:15]([Cl:17])[CH:14]=[CH:13][C:12]=1[Cl:18])[OH:10]. The catalyst class is: 8. (5) Reactant: [CH3:1][O:2][CH2:3][CH2:4][O:5][CH:6]1[CH2:11][CH2:10][N:9](C(OC(C)(C)C)=O)[CH2:8][CH2:7]1.C(Cl)[Cl:20]. Product: [ClH:20].[CH3:1][O:2][CH2:3][CH2:4][O:5][CH:6]1[CH2:11][CH2:10][NH:9][CH2:8][CH2:7]1. The catalyst class is: 12. (6) Reactant: [CH:1]1([C:7]2[CH:12]=[CH:11][CH:10]=[CH:9][C:8]=2[CH2:13][NH2:14])[CH2:6][CH2:5][CH2:4][CH2:3][CH2:2]1.Cl.C1(C2C=CC=CC=2CN)CCCCC1.[CH:30]1[N:35]=[C:34](Cl)[C:33]2[N:37]=[CH:38][N:39]([C@@H:40]3[O:44][C@H:43]([CH2:45][OH:46])[C@@H:42]([OH:47])[C@H:41]3[OH:48])[C:32]=2[N:31]=1.C(N(CC)CC)C. Product: [CH:1]1([C:7]2[CH:12]=[CH:11][CH:10]=[CH:9][C:8]=2[CH2:13][NH:14][C:34]2[C:33]3[N:37]=[CH:38][N:39]([C:32]=3[N:31]=[CH:30][N:35]=2)[C@@H:40]2[O:44][C@H:43]([CH2:45][OH:46])[C@@H:42]([OH:47])[C@H:41]2[OH:48])[CH2:2][CH2:3][CH2:4][CH2:5][CH2:6]1. The catalyst class is: 259. (7) Reactant: [I-].[CH3:2][S+](C)(C)=O.[H-].[Na+].[Cl:9][CH2:10][C:11]1[N:12]=[C:13]2[S:20][CH:19]=[C:18](/[CH:21]=[C:22](\[C:28]#[N:29])/[C:23]([O:25][CH2:26][CH3:27])=[O:24])[N:14]2[C:15](=[O:17])[CH:16]=1. Product: [Cl:9][CH2:10][C:11]1[N:12]=[C:13]2[S:20][CH:19]=[C:18]([CH:21]3[CH2:2][C:22]3([C:28]#[N:29])[C:23]([O:25][CH2:26][CH3:27])=[O:24])[N:14]2[C:15](=[O:17])[CH:16]=1. The catalyst class is: 16.